The task is: Predict the product of the given reaction.. This data is from Forward reaction prediction with 1.9M reactions from USPTO patents (1976-2016). (1) Given the reactants [NH2:1][C:2]1[CH:7]=[CH:6][CH:5]=[CH:4][C:3]=1[OH:8].[Cl-].[Li+].[C:11](Cl)(=[O:21])[C:12]1[CH:20]=[CH:19][CH:18]=[C:14]([C:15](Cl)=[O:16])[CH:13]=1.[OH2:23], predict the reaction product. The product is: [OH:8][C:3]1[CH:4]=[CH:5][CH:6]=[CH:7][C:2]=1[NH:1][C:11](=[O:21])[C:12]1[CH:20]=[CH:19][CH:18]=[C:14]([C:15]([NH:1][C:2]2[CH:7]=[CH:6][CH:5]=[CH:4][C:3]=2[OH:23])=[O:16])[CH:13]=1. (2) Given the reactants [CH3:1][N:2]([CH3:9])[CH:3]1[CH2:8][CH2:7][NH:6][CH2:5][CH2:4]1.[NH2:10][C:11]1[N:12]=[CH:13][C:14]([C:26]2[CH:34]=[CH:33][C:29]([C:30](O)=[O:31])=[CH:28][CH:27]=2)=[N:15][C:16]=1[C:17](=[O:25])[NH:18][C:19]1[CH:24]=[CH:23][CH:22]=[CH:21][CH:20]=1.C1N=CN(C(N2C=NC=C2)=O)C=1.CCN(C(C)C)C(C)C, predict the reaction product. The product is: [NH2:10][C:11]1[C:16]([C:17]([NH:18][C:19]2[CH:20]=[CH:21][CH:22]=[CH:23][CH:24]=2)=[O:25])=[N:15][C:14]([C:26]2[CH:27]=[CH:28][C:29]([C:30]([N:6]3[CH2:7][CH2:8][CH:3]([N:2]([CH3:9])[CH3:1])[CH2:4][CH2:5]3)=[O:31])=[CH:33][CH:34]=2)=[CH:13][N:12]=1. (3) Given the reactants [CH3:1][O:2][C:3](=[O:12])[C:4]1[CH:9]=[CH:8][CH:7]=[C:6]([CH2:10]Br)[CH:5]=1.[C:13](=O)([O-])[O-:14].[K+].[K+], predict the reaction product. The product is: [CH3:1][O:2][C:3](=[O:12])[C:4]1[CH:9]=[CH:8][CH:7]=[C:6]([CH2:10][O:14][CH3:13])[CH:5]=1. (4) Given the reactants [CH2:1]([CH:3]([NH:6][C:7](=[O:40])[NH:8][C:9]1[CH:37]=[CH:36][C:12]([O:13][C:14]2[CH:19]=[CH:18][C:17]([NH:20][C:21](=[O:35])[C:22]3[CH:27]=[CH:26][C:25]([O:28][CH:29]4[CH2:34][CH2:33][NH:32][CH2:31][CH2:30]4)=[CH:24][CH:23]=3)=[CH:16][CH:15]=2)=[C:11]([O:38][CH3:39])[CH:10]=1)[CH2:4][CH3:5])[CH3:2].CN(C=O)C.CCN(C(C)C)[CH:49]([CH3:51])[CH3:50].BrCCC, predict the reaction product. The product is: [CH2:1]([CH:3]([NH:6][C:7](=[O:40])[NH:8][C:9]1[CH:37]=[CH:36][C:12]([O:13][C:14]2[CH:15]=[CH:16][C:17]([NH:20][C:21](=[O:35])[C:22]3[CH:27]=[CH:26][C:25]([O:28][CH:29]4[CH2:30][CH2:31][N:32]([CH2:50][CH2:49][CH3:51])[CH2:33][CH2:34]4)=[CH:24][CH:23]=3)=[CH:18][CH:19]=2)=[C:11]([O:38][CH3:39])[CH:10]=1)[CH2:4][CH3:5])[CH3:2]. (5) Given the reactants [F:1][C:2]1([F:23])[C:10]2([C:18]3[C:13](=[N:14][CH:15]=[CH:16][CH:17]=3)[NH:12][C:11]2=[O:19])[CH2:9][C:8]2[C:3]1=[CH:4][C:5]([N+:20]([O-])=O)=[CH:6][CH:7]=2, predict the reaction product. The product is: [NH2:20][C:5]1[CH:4]=[C:3]2[C:8]([CH2:9][C:10]3([C:2]2([F:23])[F:1])[C:18]2[C:13](=[N:14][CH:15]=[CH:16][CH:17]=2)[NH:12][C:11]3=[O:19])=[CH:7][CH:6]=1. (6) Given the reactants [Cl:1][C:2]1[N:7]=[C:6]([C:8]2[NH:9][C:10]3[C:15]([C:16]=2[Cl:17])=[CH:14][CH:13]=[CH:12][CH:11]=3)[C:5]([OH:18])=[CH:4][CH:3]=1.[C:19]([O-])([O-])=O.[Cs+].[Cs+].ClCI, predict the reaction product. The product is: [Cl:1][C:2]1[CH:3]=[CH:4][C:5]2[O:18][CH2:19][N:9]3[C:10]4[CH:11]=[CH:12][CH:13]=[CH:14][C:15]=4[C:16]([Cl:17])=[C:8]3[C:6]=2[N:7]=1. (7) The product is: [CH:1]1([NH:7][C:8]2[CH:17]=[C:16]3[C:11]([C:12](=[O:25])[C:13]([CH:23]([P:27](=[O:34])([O:31][CH2:32][CH3:33])[O:28][CH2:29][CH3:30])[OH:24])=[CH:14][N:15]3[CH:18]([CH2:19][CH3:20])[CH2:21][CH3:22])=[CH:10][C:9]=2[F:26])[CH2:6][CH2:5][CH2:4][CH2:3][CH2:2]1. Given the reactants [CH:1]1([NH:7][C:8]2[CH:17]=[C:16]3[C:11]([C:12](=[O:25])[C:13]([CH:23]=[O:24])=[CH:14][N:15]3[CH:18]([CH2:21][CH3:22])[CH2:19][CH3:20])=[CH:10][C:9]=2[F:26])[CH2:6][CH2:5][CH2:4][CH2:3][CH2:2]1.[P:27]([O-:34])([O:31][CH2:32][CH3:33])[O:28][CH2:29][CH3:30].C1CCN2C(=NCCC2)CC1.[Cl-].[NH4+], predict the reaction product.